From a dataset of Full USPTO retrosynthesis dataset with 1.9M reactions from patents (1976-2016). Predict the reactants needed to synthesize the given product. (1) Given the product [Br:1][C:2]1[CH:3]=[C:4]2[C:8](=[CH:9][CH:10]=1)[C:7](=[O:11])[N:6]([C@@H:12]([CH2:17][O:26][CH3:25])[C:13]([O:15][CH3:16])=[O:14])[CH2:5]2, predict the reactants needed to synthesize it. The reactants are: [Br:1][C:2]1[CH:3]=[C:4]2[C:8](=[CH:9][CH:10]=1)[C:7](=[O:11])[N:6]([C@H:12]([CH:17](C)C)[C:13]([O:15][CH3:16])=[O:14])[CH2:5]2.BrC1C=CC([C:25](OC)=[O:26])=C(CBr)C=1.Cl.NC(COC)C(OC)=O. (2) Given the product [CH3:43][NH:44][C:45]([N:27]1[CH2:28][CH2:29][C:24]2[N:23]([CH:30]3[CH2:35][CH2:34][O:33][CH2:32][CH2:31]3)[N:22]=[C:21]([N:13]3[C:14]4[C:9](=[CH:8][C:7]([C:5]5[CH:4]=[N:3][N:2]([CH3:1])[CH:6]=5)=[C:16]([S:17]([CH3:20])(=[O:19])=[O:18])[CH:15]=4)[CH2:10][CH2:11][CH2:12]3)[C:25]=2[CH2:26]1)=[O:46], predict the reactants needed to synthesize it. The reactants are: [CH3:1][N:2]1[CH:6]=[C:5]([C:7]2[CH:8]=[C:9]3[C:14](=[CH:15][C:16]=2[S:17]([CH3:20])(=[O:19])=[O:18])[N:13]([C:21]2[C:25]4[CH2:26][NH:27][CH2:28][CH2:29][C:24]=4[N:23]([CH:30]4[CH2:35][CH2:34][O:33][CH2:32][CH2:31]4)[N:22]=2)[CH2:12][CH2:11][CH2:10]3)[CH:4]=[N:3]1.C(N(CC)CC)C.[CH3:43][NH:44][C:45](N1C=CN=C1)=[O:46].